Dataset: Forward reaction prediction with 1.9M reactions from USPTO patents (1976-2016). Task: Predict the product of the given reaction. (1) Given the reactants [OH:1][C@H:2]1[CH2:7][N:6]([C:8]([C:10]2[CH:15]=[CH:14][CH:13]=[CH:12][C:11]=2[N:16]2[N:20]=[CH:19][CH:18]=[N:17]2)=[O:9])[C@H:5]([CH3:21])[CH2:4][CH2:3]1.[H-].[Na+].Cl[C:25]1[CH:30]=[C:29]([O:31][CH2:32][CH3:33])[CH:28]=[CH:27][N:26]=1, predict the reaction product. The product is: [CH2:32]([O:31][C:29]1[CH:28]=[CH:27][N:26]=[C:25]([O:1][C@@H:2]2[CH2:3][CH2:4][C@@H:5]([CH3:21])[N:6]([C:8]([C:10]3[CH:15]=[CH:14][CH:13]=[CH:12][C:11]=3[N:16]3[N:20]=[CH:19][CH:18]=[N:17]3)=[O:9])[CH2:7]2)[CH:30]=1)[CH3:33]. (2) Given the reactants Br[C:2]1[CH:7]=[CH:6][CH:5]=[CH:4][C:3]=1[CH2:8][C:9]([OH:11])=[O:10].[CH2:12]([C:17]1[CH:23]=[CH:22][C:20]([NH2:21])=[CH:19][CH:18]=1)[CH2:13][CH2:14][CH2:15][CH3:16], predict the reaction product. The product is: [CH2:12]([C:17]1[CH:18]=[CH:19][C:20]([NH:21][C:2]2[CH:7]=[CH:6][CH:5]=[CH:4][C:3]=2[CH2:8][C:9]([OH:11])=[O:10])=[CH:22][CH:23]=1)[CH2:13][CH2:14][CH2:15][CH3:16]. (3) Given the reactants Br[C:2]1[CH:7]=[C:6]([O:8][CH3:9])[C:5]([CH2:10][CH2:11][S:12][CH3:13])=[CH:4][C:3]=1[O:14][CH3:15].[C:16](=O)=[O:17].CC(C)=O.[Li]CCCC, predict the reaction product. The product is: [CH3:15][O:14][C:3]1[CH:4]=[C:5]([CH2:10][CH2:11][S:12][CH3:13])[C:6]([O:8][CH3:9])=[CH:7][C:2]=1[CH:16]=[O:17]. (4) Given the reactants CS/[C:3](=[N:9]\[C:10](=O)[CH:11]=[C:12]([CH3:14])[CH3:13])/[N:4]1[CH2:8][CH2:7][CH2:6][CH2:5]1.[CH3:16][NH:17][NH2:18], predict the reaction product. The product is: [CH3:16][N:17]1[C:10]([CH:11]=[C:12]([CH3:14])[CH3:13])=[N:9][C:3]([N:4]2[CH2:8][CH2:7][CH2:6][CH2:5]2)=[N:18]1. (5) Given the reactants [CH3:1][O:2][CH2:3][CH2:4][O:5][CH2:6][CH2:7][O:8][CH2:9][CH2:10][O:11][CH2:12][CH2:13][O:14][CH2:15][CH2:16][O:17][CH2:18][CH2:19][O:20][CH2:21][CH2:22][O:23][CH2:24][CH2:25][O:26][CH2:27][CH2:28][OH:29].[H-].[Na+].BrC[C:34]([O:36]CC)=[O:35].[OH-].[Na+].O1CCC[CH2:42]1, predict the reaction product. The product is: [CH3:42][O:29][CH2:28][CH2:27][O:26][CH2:25][CH2:24][O:23][CH2:22][CH2:21][O:20][CH2:19][CH2:18][O:17][CH2:16][CH2:15][O:14][CH2:13][CH2:12][O:11][CH2:10][CH2:9][O:8][CH2:7][CH2:6][O:5][CH2:4][CH2:3][O:2][CH2:1][C:34]([OH:36])=[O:35]. (6) Given the reactants [Cl:1][C:2]1[C:3]([F:31])=[N:4][C:5]([F:30])=[C:6]([Cl:29])[C:7]=1[CH:8](C(OCC1C=CC=CC=1)=O)[C:9]([O:11][CH2:12][C:13]1[CH:18]=[CH:17][CH:16]=[CH:15][CH:14]=1)=[O:10].O, predict the reaction product. The product is: [Cl:29][C:6]1[C:5]([F:30])=[N:4][C:3]([F:31])=[C:2]([Cl:1])[C:7]=1[CH2:8][C:9]([O:11][CH2:12][C:13]1[CH:18]=[CH:17][CH:16]=[CH:15][CH:14]=1)=[O:10]. (7) Given the reactants C([O:8][N:9]([CH2:12][C@@H:13]([CH2:17][CH:18]([CH3:20])[CH3:19])[C:14](O)=[O:15])[CH:10]=[O:11])C1C=CC=CC=1.Cl.[NH2:22][C@@H:23]([C:43]([CH3:46])([CH3:45])[CH3:44])[C:24]([N:26]1[CH2:31][CH2:30][CH:29]([NH:32][C:33](=[O:42])[C:34]2[CH:39]=[CH:38][C:37]([C:40]#[N:41])=[CH:36][CH:35]=2)[CH2:28][CH2:27]1)=[O:25], predict the reaction product. The product is: [C:40]([C:37]1[CH:36]=[CH:35][C:34]([C:33]([NH:32][CH:29]2[CH2:30][CH2:31][N:26]([C:24](=[O:25])[C@@H:23]([NH:22][C:14](=[O:15])[C@@H:13]([CH2:12][N:9]([CH:10]=[O:11])[OH:8])[CH2:17][CH:18]([CH3:20])[CH3:19])[C:43]([CH3:46])([CH3:45])[CH3:44])[CH2:27][CH2:28]2)=[O:42])=[CH:39][CH:38]=1)#[N:41].